Predict which catalyst facilitates the given reaction. From a dataset of Catalyst prediction with 721,799 reactions and 888 catalyst types from USPTO. (1) Reactant: [CH2:1]([O:8][C:9]1[CH:14]=[CH:13][C:12]([Br:15])=[CH:11][C:10]=1[CH:16]([C:30]1[CH:35]=[CH:34][CH:33]=[CH:32][CH:31]=1)[CH2:17][CH2:18]OS(C1C=CC(C)=CC=1)(=O)=O)[C:2]1[CH:7]=[CH:6][CH:5]=[CH:4][CH:3]=1.[CH:36]([NH:39][CH:40]([CH3:42])[CH3:41])([CH3:38])[CH3:37]. Product: [CH2:1]([O:8][C:9]1[CH:14]=[CH:13][C:12]([Br:15])=[CH:11][C:10]=1[CH:16]([C:30]1[CH:31]=[CH:32][CH:33]=[CH:34][CH:35]=1)[CH2:17][CH2:18][N:39]([CH:40]([CH3:42])[CH3:41])[CH:36]([CH3:38])[CH3:37])[C:2]1[CH:3]=[CH:4][CH:5]=[CH:6][CH:7]=1. The catalyst class is: 6. (2) Reactant: Br[C:2]1[N:6]2[C:7]([CH3:23])=[CH:8][N:9]=[C:10]([NH:11][CH2:12][C:13]3[CH:18]=[CH:17][C:16]([S:19]([NH2:22])(=[O:21])=[O:20])=[CH:15][CH:14]=3)[C:5]2=[N:4][CH:3]=1.CC1(C)C(C)(C)OB([C:32]2[CH:37]=[CH:36][C:35]([OH:38])=[CH:34][CH:33]=2)O1.C([O-])([O-])=O.[K+].[K+].O.O(C1C=CC=CC=1P(C1C=CC=CC=1)C1C=CC=CC=1)C1C=CC=CC=1P(C1C=CC=CC=1)C1C=CC=CC=1. Product: [OH:38][C:35]1[CH:36]=[CH:37][C:32]([C:2]2[N:6]3[C:7]([CH3:23])=[CH:8][N:9]=[C:10]([NH:11][CH2:12][C:13]4[CH:18]=[CH:17][C:16]([S:19]([NH2:22])(=[O:21])=[O:20])=[CH:15][CH:14]=4)[C:5]3=[N:4][CH:3]=2)=[CH:33][CH:34]=1. The catalyst class is: 416.